Dataset: Full USPTO retrosynthesis dataset with 1.9M reactions from patents (1976-2016). Task: Predict the reactants needed to synthesize the given product. Given the product [NH2:28][C:29]1[CH:36]=[C:35]([CH2:37][Br:13])[CH:34]=[CH:33][C:30]=1[C:31]#[N:32], predict the reactants needed to synthesize it. The reactants are: N(C(C)(C)C#N)=NC(C)(C)C#N.[Br:13]N1C(=O)CCC1=O.C(=[N:28][C:29]1[CH:36]=[C:35]([CH3:37])[CH:34]=[CH:33][C:30]=1[C:31]#[N:32])C1C=CC=CC=1.